From a dataset of Peptide-MHC class II binding affinity with 134,281 pairs from IEDB. Regression. Given a peptide amino acid sequence and an MHC pseudo amino acid sequence, predict their binding affinity value. This is MHC class II binding data. The binding affinity (normalized) is 0.463. The peptide sequence is LDKRQFELYKRTDIV. The MHC is DRB1_0901 with pseudo-sequence DRB1_0901.